Predict the reaction yield, written as a fraction of the theoretical maximum amount of product (1.0 means a 100% yield; for example, 0.34 means a 34% yield). From a dataset of Reaction yield outcomes from USPTO patents with 853,638 reactions. (1) The reactants are [NH2:1][C:2]1[CH:3]=[C:4]([CH:9]=[CH:10][N:11]=1)[C:5]([O:7][CH3:8])=[O:6].[N:12]1[CH:17]=CC=CC=1.ClC(OC1C=CC([N+]([O-])=O)=CC=1)=O.[OH2:31].[NH2:32]N. The catalyst is O1CCCC1.ClCCl. The product is [NH:12]([C:17]([NH:1][C:2]1[CH:3]=[C:4]([CH:9]=[CH:10][N:11]=1)[C:5]([O:7][CH3:8])=[O:6])=[O:31])[NH2:32]. The yield is 0.590. (2) The reactants are Cl[C:2]1[N:3]=[CH:4][C:5]([C:8]([O:10][CH3:11])=[O:9])=[N:6][CH:7]=1.CCN(CC)CC.[NH2:19][CH:20]1[CH2:25][CH2:24][O:23][CH2:22][CH2:21]1.O. The catalyst is O1CCOCC1.[Cl-].[Na+].O. The product is [O:23]1[CH2:24][CH2:25][CH:20]([NH:19][C:2]2[N:3]=[CH:4][C:5]([C:8]([O:10][CH3:11])=[O:9])=[N:6][CH:7]=2)[CH2:21][CH2:22]1. The yield is 0.339. (3) The reactants are CO[C:3](=[O:13])[C:4]1[C:9]([I:10])=[CH:8][CH:7]=[CH:6][C:5]=1[CH2:11]Br.[C:14]1([CH2:20][CH2:21][CH2:22][NH2:23])[CH:19]=[CH:18][CH:17]=[CH:16][CH:15]=1.C([O-])([O-])=O.[K+].[K+].C(OCC)(=O)C. The catalyst is C1(C)C=CC=CC=1.CCCCCC. The product is [I:10][C:9]1[CH:8]=[CH:7][CH:6]=[C:5]2[C:4]=1[C:3](=[O:13])[N:23]([CH2:22][CH2:21][CH2:20][C:14]1[CH:19]=[CH:18][CH:17]=[CH:16][CH:15]=1)[CH2:11]2. The yield is 0.480.